This data is from Reaction yield outcomes from USPTO patents with 853,638 reactions. The task is: Predict the reaction yield, written as a fraction of the theoretical maximum amount of product (1.0 means a 100% yield; for example, 0.34 means a 34% yield). (1) The reactants are [C:1]([O-])(C)(C)C.[K+].C(OCC)(=O)CC(OCC)=O.Cl[C:19]1[C:20]([C:29]([F:32])([F:31])[F:30])=[CH:21][C:22]([N+:26]([O-:28])=[O:27])=[C:23]([NH2:25])[CH:24]=1.[OH-].[K+].Cl. The catalyst is CS(C)=O.O. The product is [CH3:1][C:19]1[C:20]([C:29]([F:32])([F:31])[F:30])=[CH:21][C:22]([N+:26]([O-:28])=[O:27])=[C:23]([NH2:25])[CH:24]=1. The yield is 0.910. (2) The reactants are [OH:1][C:2]1[CH:3]=[C:4]([CH2:8][C:9]([NH:11][C:12]2[CH:13]=[N:14][CH:15]=[C:16]([C:18]3[CH:23]=[CH:22][CH:21]=[C:20]([OH:24])[CH:19]=3)[CH:17]=2)=O)[CH:5]=[CH:6][CH:7]=1. The catalyst is C1COCC1. The product is [OH:1][C:2]1[CH:3]=[C:4]([CH2:8][CH2:9][NH:11][C:12]2[CH:17]=[C:16]([C:18]3[CH:19]=[C:20]([OH:24])[CH:21]=[CH:22][CH:23]=3)[CH:15]=[N:14][CH:13]=2)[CH:5]=[CH:6][CH:7]=1. The yield is 0.310. (3) The reactants are [NH:1]([C:3]1[N:4]=[C:5]2[CH:11]=[CH:10][N:9]([S:12]([C:15]3[CH:21]=[CH:20][C:18]([CH3:19])=[CH:17][CH:16]=3)(=[O:14])=[O:13])[C:6]2=[N:7][CH:8]=1)[NH2:2].[CH2:22]([N:24]([CH2:39][CH3:40])[S:25]([CH2:28][CH:29]1[CH2:33][CH:32]([C:34](O)=[O:35])[CH:31]([CH2:37][CH3:38])[CH2:30]1)(=[O:27])=[O:26])[CH3:23].CN(C(ON1N=NC2C=CC=NC1=2)=[N+](C)C)C.F[P-](F)(F)(F)(F)F. The catalyst is C(Cl)Cl. The product is [CH2:39]([N:24]([CH2:22][CH3:23])[S:25]([CH2:28][CH:29]1[CH2:33][CH:32]([C:34]([NH:2][NH:1][C:3]2[N:4]=[C:5]3[CH:11]=[CH:10][N:9]([S:12]([C:15]4[CH:21]=[CH:20][C:18]([CH3:19])=[CH:17][CH:16]=4)(=[O:13])=[O:14])[C:6]3=[N:7][CH:8]=2)=[O:35])[CH:31]([CH2:37][CH3:38])[CH2:30]1)(=[O:27])=[O:26])[CH3:40]. The yield is 0.980. (4) The reactants are [Na].[O-]CC.[Na+].Cl.[C:7](=[NH:11])([NH2:10])[CH2:8][CH3:9].[C:12]([OH:20])(=[O:19])/[C:13](=[C:15](\[CH:17]=O)/[Br:16])/Br. The catalyst is C(O)C. The product is [Br:16][C:15]1[C:13]([C:12]([OH:20])=[O:19])=[N:11][C:7]([CH2:8][CH3:9])=[N:10][CH:17]=1. The yield is 0.370. (5) The reactants are [OH:1][C@H:2]1[C@H:7]([OH:8])[C@@H:6]([OH:9])[C@H:5]([OH:10])[O:4][C@@H:3]1[C:11]([OH:13])=[O:12].CCCC[N+](CCCC)(CCCC)CCCC.[F-].C1COCC1.Br[CH2:38][C:39]1[CH:44]=[CH:43][CH:42]=[CH:41][CH:40]=1. The catalyst is CN(C=O)C.CC(O)C.C(Cl)Cl. The product is [OH:1][C@H:2]1[C@H:7]([OH:8])[C@@H:6]([OH:9])[C@H:5]([OH:10])[O:4][C@@H:3]1[C:11]([O:13][CH2:38][C:39]1[CH:44]=[CH:43][CH:42]=[CH:41][CH:40]=1)=[O:12]. The yield is 0.650. (6) The reactants are [CH3:1][C:2]1([CH3:29])[C:18]2[CH:17]=[C:16]3[C:8]([C:9]4[CH:10]=[C:11]5[C:22]([CH3:24])([CH3:23])[CH2:21][CH2:20][C:19]([CH3:26])([CH3:25])[C:12]5=[CH:13][C:14]=4[CH2:15]3)=[CH:7][C:6]=2[C:5]([CH3:28])([CH3:27])[CH2:4][CH2:3]1.CCCCCC.C([Li])CCC.[C:41]1([C:47]2[CH:48]=[CH:49][C:50](=[C:52]([C:59]3[CH:64]=[CH:63][CH:62]=[CH:61][CH:60]=3)[C:53]3[CH:58]=[CH:57][CH:56]=[CH:55][CH:54]=3)[CH:51]=2)[CH:46]=[CH:45][CH:44]=[CH:43][CH:42]=1. The catalyst is C1COCC1.O. The product is [C:41]1([C:47]2[CH:48]=[CH:49][CH:50]([C:52]([C:53]3[CH:54]=[CH:55][CH:56]=[CH:57][CH:58]=3)([C:59]3[CH:60]=[CH:61][CH:62]=[CH:63][CH:64]=3)[CH:20]3[CH2:21][C:22]([CH3:24])([CH3:23])[C:11]4[CH:10]=[C:9]5[C:14](=[CH:13][C:12]=4[C:19]3([CH3:26])[CH3:25])[CH2:15][C:16]3[CH:17]=[C:18]4[C:2]([CH3:29])([CH3:1])[CH2:3][CH2:4][C:5]([CH3:28])([CH3:27])[C:6]4=[CH:7][C:8]5=3)[CH:51]=2)[CH:42]=[CH:43][CH:44]=[CH:45][CH:46]=1. The yield is 0.691. (7) The reactants are [N+:1]([C:4]1[CH:9]=[CH:8][C:7]([N:10]2[CH:18]=[N:17][C:16]3[C:11]2=[N:12][CH:13]=[N:14][C:15]=3[NH2:19])=[CH:6][CH:5]=1)([O-])=O.[H][H]. The catalyst is CO.[C].[Pd]. The product is [NH2:1][C:4]1[CH:9]=[CH:8][C:7]([N:10]2[CH:18]=[N:17][C:16]3[C:11]2=[N:12][CH:13]=[N:14][C:15]=3[NH2:19])=[CH:6][CH:5]=1. The yield is 0.890. (8) The reactants are Br[CH2:2][C:3]1[CH:21]=[CH:20][C:6]([CH2:7][O:8][C:9]2[CH:14]=[CH:13][C:12]([C:15](=[O:17])[CH3:16])=[C:11]([OH:18])[C:10]=2[Cl:19])=[CH:5][CH:4]=1.[OH:22][C:23]1[CH:27]=[C:26]([C:28]2[CH:29]=[C:30](B(O)O)[CH:31]=[CH:32][CH:33]=2)[O:25][N:24]=1.C([O-])([O-])=O.[Na+].[Na+].C(O)CC. The catalyst is O.C(COC)OC.C1C=CC([P]([Pd]([P](C2C=CC=CC=2)(C2C=CC=CC=2)C2C=CC=CC=2)([P](C2C=CC=CC=2)(C2C=CC=CC=2)C2C=CC=CC=2)[P](C2C=CC=CC=2)(C2C=CC=CC=2)C2C=CC=CC=2)(C2C=CC=CC=2)C2C=CC=CC=2)=CC=1. The product is [OH:22][C:23]1[CH:27]=[C:26]([C:28]2[CH:33]=[C:32]([CH:31]=[CH:30][CH:29]=2)[CH2:2][C:3]2[CH:21]=[CH:20][C:6]([CH2:7][O:8][C:9]3[CH:14]=[CH:13][C:12]([C:15](=[O:17])[CH3:16])=[C:11]([OH:18])[C:10]=3[Cl:19])=[CH:5][CH:4]=2)[O:25][N:24]=1. The yield is 0.0500. (9) The reactants are [Cl:1][C:2]1[CH:7]=[CH:6][C:5]([NH:8][S:9]([CH2:12]Cl)(=[O:11])=[O:10])=[CH:4][CH:3]=1.Cl.[Cl:15][C:16]1[CH:21]=[CH:20][C:19]([C:22]([C:24]2[C:25]([SH:30])=[N:26][CH:27]=[CH:28][CH:29]=2)=O)=[CH:18][CH:17]=1.O(C)[Na]. The catalyst is CN(C=O)C. The product is [Cl:1][C:2]1[CH:3]=[CH:4][C:5]([NH:8][S:9]([C:12]2[S:30][C:25]3=[N:26][CH:27]=[CH:28][CH:29]=[C:24]3[C:22]=2[C:19]2[CH:20]=[CH:21][C:16]([Cl:15])=[CH:17][CH:18]=2)(=[O:10])=[O:11])=[CH:6][CH:7]=1. The yield is 0.520.